From a dataset of Reaction yield outcomes from USPTO patents with 853,638 reactions. Predict the reaction yield, written as a fraction of the theoretical maximum amount of product (1.0 means a 100% yield; for example, 0.34 means a 34% yield). (1) The reactants are [F:1][C:2]1[CH:3]=[CH:4][C:5]2[N:6]([C:8]([N:11]3[CH2:16][CH2:15][N:14]([CH2:17][CH2:18][OH:19])[CH2:13][CH2:12]3)=[N:9][N:10]=2)[CH:7]=1.CCN(CC)CC.FC(F)(F)S(O[Si:33]([CH:40]([CH3:42])[CH3:41])([CH:37]([CH3:39])[CH3:38])[CH:34]([CH3:36])[CH3:35])(=O)=O. The catalyst is C(Cl)Cl.O. The product is [F:1][C:2]1[CH:3]=[CH:4][C:5]2[N:6]([C:8]([N:11]3[CH2:16][CH2:15][N:14]([CH2:17][CH2:18][O:19][Si:33]([CH:40]([CH3:42])[CH3:41])([CH:37]([CH3:39])[CH3:38])[CH:34]([CH3:36])[CH3:35])[CH2:13][CH2:12]3)=[N:9][N:10]=2)[CH:7]=1. The yield is 0.900. (2) The reactants are [CH3:1][O:2][C:3](=[O:38])[NH:4][C@H:5]([C:9]([N:11]1[CH2:15][C@@H:14]([O:16][CH3:17])[CH2:13][C@H:12]1[C:18]1[NH:19][CH:20]=[C:21]([C:23]2[CH:28]=[CH:27][C:26](B3OC(C)(C)C(C)(C)O3)=[CH:25][CH:24]=2)[N:22]=1)=[O:10])[CH:6]([CH3:8])[CH3:7].[C:39]([O:43][C:44]([N:46]1[CH2:51][CH2:50][N:49]([C:52]2[CH:57]=[CH:56][C:55]([C:58](=[O:73])[NH:59][C:60]3[CH:65]=[C:64]([O:66][C:67]([F:70])([F:69])[F:68])[C:63](Br)=[CH:62][C:61]=3[Cl:72])=[CH:54][N:53]=2)[C@H:48]([CH3:74])[CH2:47]1)=[O:45])([CH3:42])([CH3:41])[CH3:40].O.C(=O)([O-])[O-].[K+].[K+]. The catalyst is C1(C)C=CC=CC=1. The product is [C:39]([O:43][C:44]([N:46]1[CH2:51][CH2:50][N:49]([C:52]2[CH:57]=[CH:56][C:55]([C:58](=[O:73])[NH:59][C:60]3[C:61]([Cl:72])=[CH:62][C:63]([C:26]4[CH:27]=[CH:28][C:23]([C:21]5[N:22]=[C:18]([C@@H:12]6[CH2:13][C@H:14]([O:16][CH3:17])[CH2:15][N:11]6[C:9](=[O:10])[C@@H:5]([NH:4][C:3]([O:2][CH3:1])=[O:38])[CH:6]([CH3:7])[CH3:8])[NH:19][CH:20]=5)=[CH:24][CH:25]=4)=[C:64]([O:66][C:67]([F:70])([F:69])[F:68])[CH:65]=3)=[CH:54][N:53]=2)[C@H:48]([CH3:74])[CH2:47]1)=[O:45])([CH3:42])([CH3:40])[CH3:41]. The yield is 0.210. (3) The reactants are [CH3:1][C:2]1[N:3]=[CH:4][C:5]2[C:10]([CH:11]=1)=[CH:9][CH:8]=[CH:7][CH:6]=2.[N+:12]([O-])([O-:14])=[O:13].[K+].[OH-].[Na+]. The catalyst is S(=O)(=O)(O)O. The product is [CH3:1][C:2]1[N:3]=[CH:4][C:5]2[C:10]([CH:11]=1)=[C:9]([N+:12]([O-:14])=[O:13])[CH:8]=[CH:7][CH:6]=2. The yield is 0.420. (4) The catalyst is C(Cl)(Cl)(Cl)Cl. The reactants are [CH3:1][O:2][C:3](=[O:12])[C:4]1[CH:9]=[C:8]([Br:10])[CH:7]=[CH:6][C:5]=1[CH3:11].[Br:13]N1C(=O)CCC1=O.C(OOC(=O)C1C=CC=CC=1)(=O)C1C=CC=CC=1. The yield is 0.460. The product is [CH3:1][O:2][C:3](=[O:12])[C:4]1[CH:9]=[C:8]([Br:10])[CH:7]=[CH:6][C:5]=1[CH2:11][Br:13]. (5) The reactants are [C:1]([O:5][C:6]([N:8]1[CH2:13][CH2:12][CH:11]([N:14]([CH:25]2[CH2:30][CH2:29][CH:28]([CH3:31])[CH2:27][CH2:26]2)[C:15]([NH:17][C:18]2[S:19][C:20]([CH:23]=O)=[CH:21][N:22]=2)=[O:16])[CH2:10][CH2:9]1)=[O:7])([CH3:4])([CH3:3])[CH3:2].Cl.N1([CH2:39][CH2:40][S:41]([NH2:44])(=[O:43])=[O:42])CCNCC1.C([N:47]([CH2:50][CH3:51])[CH2:48][CH3:49])C.C(O[BH-](OC(=O)C)OC(=O)C)(=O)C.[Na+]. No catalyst specified. The product is [C:1]([O:5][C:6]([N:8]1[CH2:9][CH2:10][CH:11]([N:14]([CH:25]2[CH2:26][CH2:27][CH:28]([CH3:31])[CH2:29][CH2:30]2)[C:15]([NH:17][C:18]2[S:19][C:20]([CH2:23][N:47]3[CH2:48][CH2:49][N:44]([S:41]([CH2:40][CH3:39])(=[O:43])=[O:42])[CH2:51][CH2:50]3)=[CH:21][N:22]=2)=[O:16])[CH2:12][CH2:13]1)=[O:7])([CH3:3])([CH3:2])[CH3:4]. The yield is 0.580. (6) The reactants are [OH:1][CH:2]([C:19]1[CH:24]=[CH:23][CH:22]=[C:21]([O:25][CH3:26])[CH:20]=1)[CH2:3][O:4][C:5]1[CH:18]=[CH:17][C:8]([CH:9]=[C:10]2[S:14][C:13](=[O:15])[NH:12][C:11]2=[O:16])=[CH:7][CH:6]=1.N1C=CC=CC=1C1C=CC=CN=1.[BH4-].[Na+].[BH4-]. The catalyst is C1COCC1.[Co](Cl)Cl.CC(O)=O.O. The product is [OH:1][CH:2]([C:19]1[CH:24]=[CH:23][CH:22]=[C:21]([O:25][CH3:26])[CH:20]=1)[CH2:3][O:4][C:5]1[CH:18]=[CH:17][C:8]([CH2:9][CH:10]2[S:14][C:13](=[O:15])[NH:12][C:11]2=[O:16])=[CH:7][CH:6]=1. The yield is 0.740. (7) The reactants are [CH3:1][O:2][C:3]1[CH:8]=[CH:7][C:6]([S:9]([CH2:12][CH2:13][O:14][CH:15]2[CH2:20][CH2:19][CH2:18][CH2:17][O:16]2)(=[O:11])=[O:10])=[CH:5][C:4]=1B1OC(C)(C)C(C)(C)O1.Br[C:31]1[C:40]2[C:35](=[CH:36][CH:37]=[C:38]([C:41]3[CH:42]=[N:43][N:44]([CH3:46])[CH:45]=3)[CH:39]=2)[C:34](=[O:47])[N:33]([CH3:48])[CH:32]=1.C(O[K])(C)=O.CC(=O)OCC. The catalyst is O1CCOCC1.C1C=CC(P(C2C=CC=CC=2)[C-]2C=CC=C2)=CC=1.C1C=CC(P(C2C=CC=CC=2)[C-]2C=CC=C2)=CC=1.Cl[Pd]Cl.[Fe+2]. The product is [CH3:1][O:2][C:3]1[CH:8]=[CH:7][C:6]([S:9]([CH2:12][CH2:13][O:14][CH:15]2[CH2:20][CH2:19][CH2:18][CH2:17][O:16]2)(=[O:10])=[O:11])=[CH:5][C:4]=1[C:31]1[C:40]2[C:35](=[CH:36][CH:37]=[C:38]([C:41]3[CH:42]=[N:43][N:44]([CH3:46])[CH:45]=3)[CH:39]=2)[C:34](=[O:47])[N:33]([CH3:48])[CH:32]=1. The yield is 0.236. (8) The reactants are C1(P(C2C=CC=CC=2)C2C=CC=CC=2)C=CC=CC=1.[O:20]1[CH2:25][CH2:24][N:23]([CH2:26][CH2:27][OH:28])[CH2:22][CH2:21]1.CCOC(/N=N/C(OCC)=O)=O.O1CCCCC1[N:47]1[C:55]2[C:50](=[CH:51][C:52]([C:56]3[N:60]=[CH:59][N:58](C(C4C=CC=CC=4)(C4C=CC=CC=4)C4C=CC=CC=4)[N:57]=3)=[CH:53][CH:54]=2)[C:49]([C:80]2[CH:81]=[C:82](O)[CH:83]=[CH:84][CH:85]=2)=[N:48]1.Cl. The catalyst is O1CCCC1. The product is [NH:57]1[C:56]([C:52]2[CH:51]=[C:50]3[C:55](=[CH:54][CH:53]=2)[NH:47][N:48]=[C:49]3[C:80]2[CH:81]=[CH:82][CH:83]=[C:84]([O:28][CH2:27][CH2:26][N:23]3[CH2:24][CH2:25][O:20][CH2:21][CH2:22]3)[CH:85]=2)=[N:60][CH:59]=[N:58]1. The yield is 0.300.